From a dataset of Peptide-MHC class I binding affinity with 185,985 pairs from IEDB/IMGT. Regression. Given a peptide amino acid sequence and an MHC pseudo amino acid sequence, predict their binding affinity value. This is MHC class I binding data. (1) The peptide sequence is RGVEKPPHL. The MHC is Mamu-B3901 with pseudo-sequence Mamu-B3901. The binding affinity (normalized) is 1.00. (2) The peptide sequence is GSDGGLDDY. The MHC is HLA-A03:01 with pseudo-sequence HLA-A03:01. The binding affinity (normalized) is 0.0847. (3) The peptide sequence is AGFPTGLTY. The MHC is HLA-A29:02 with pseudo-sequence HLA-A29:02. The binding affinity (normalized) is 0.742. (4) The peptide sequence is LEYDGFADF. The MHC is HLA-B40:01 with pseudo-sequence HLA-B40:01. The binding affinity (normalized) is 0.653.